This data is from Reaction yield outcomes from USPTO patents with 853,638 reactions. The task is: Predict the reaction yield, written as a fraction of the theoretical maximum amount of product (1.0 means a 100% yield; for example, 0.34 means a 34% yield). (1) The reactants are C([O:3][C:4]([C:6]12[CH2:24][CH:23]1[CH:22]=[CH:21][CH2:20][CH2:19][CH2:18][CH2:17][CH2:16][N:15]([CH2:25][C:26]1[CH:31]=[CH:30][C:29]([O:32][CH3:33])=[CH:28][CH:27]=1)[C:14](=[O:34])[N:13]1[CH:9]([CH2:10][CH:11]([O:35][C:36]3[C:45]4[C:40](=[C:41]([CH3:48])[C:42]([O:46][CH3:47])=[CH:43][CH:44]=4)[N:39]=[C:38]([C:49]4[S:50][CH:51]=[C:52]([CH:54]([CH3:56])[CH3:55])[N:53]=4)[CH:37]=3)[CH2:12]1)[C:8](=[O:57])[NH:7]2)=[O:5])C.[Li+].[OH-].C(O)(=O)CC(CC(O)=O)(C(O)=O)O. The catalyst is C1COCC1.CO.O. The product is [CH:54]([C:52]1[N:53]=[C:49]([C:38]2[CH:37]=[C:36]([O:35][CH:11]3[CH2:10][CH:9]4[N:13]([C:14](=[O:34])[N:15]([CH2:25][C:26]5[CH:27]=[CH:28][C:29]([O:32][CH3:33])=[CH:30][CH:31]=5)[CH2:16][CH2:17][CH2:18][CH2:19][CH2:20][CH:21]=[CH:22][CH:23]5[C:6]([C:4]([OH:5])=[O:3])([NH:7][C:8]4=[O:57])[CH2:24]5)[CH2:12]3)[C:45]3[C:40](=[C:41]([CH3:48])[C:42]([O:46][CH3:47])=[CH:43][CH:44]=3)[N:39]=2)[S:50][CH:51]=1)([CH3:56])[CH3:55]. The yield is 0.600. (2) The reactants are C([Si](C)(C)[O:6][CH2:7][C:8]([N:11]([C:25](=[O:34])[C:26]1[CH:31]=[C:30]([CH3:32])[CH:29]=[C:28]([CH3:33])[CH:27]=1)[NH:12][C:13](=O)[C:14]1[CH:19]=[CH:18][CH:17]=[C:16]([O:20][CH3:21])[C:15]=1[CH2:22][CH3:23])([CH3:10])[CH3:9])(C)(C)C.[F-].[CH2:38]([N+](CCCC)(CCCC)CCCC)CCC.CCOCC. The catalyst is C1COCC1. The product is [CH2:22]([C:15]1[C:16]([O:20][CH3:21])=[CH:17][CH:18]=[CH:19][C:14]=1[C:13]([NH:12][N:11]([C:8]([CH3:9])([CH3:10])[CH2:7][OH:6])[C:25](=[O:34])[C:26]1[CH:31]=[C:30]([CH3:32])[CH:29]=[C:28]([CH3:33])[CH:27]=1)=[CH2:38])[CH3:23]. The yield is 0.670. (3) The reactants are Cl[S:2]([C:5]1[CH:6]=[C:7]2[C:11](=[CH:12][CH:13]=1)[NH:10][C:9](=[O:14])[CH2:8]2)(=[O:4])=[O:3].[CH3:15][NH:16][CH3:17]. The catalyst is CO. The product is [CH3:15][N:16]([CH3:17])[S:2]([C:5]1[CH:6]=[C:7]2[C:11](=[CH:12][CH:13]=1)[NH:10][C:9](=[O:14])[CH2:8]2)(=[O:4])=[O:3]. The yield is 0.790. (4) The reactants are C[O:2][C:3](=[O:24])[C:4]1[CH:9]=[CH:8][C:7]([O:10][CH2:11][C:12]2[C:13]([C:17]3[CH:22]=[CH:21][C:20]([F:23])=[CH:19][CH:18]=3)=[N:14][O:15][CH:16]=2)=[N:6][CH:5]=1.COC(=O)C1C=CC(OCC2C(C3C=CC=CN=3)=NOC=2C)=NC=1. No catalyst specified. The product is [F:23][C:20]1[CH:19]=[CH:18][C:17]([C:13]2[C:12]([CH2:11][O:10][C:7]3[CH:8]=[CH:9][C:4]([C:3]([OH:24])=[O:2])=[CH:5][N:6]=3)=[CH:16][O:15][N:14]=2)=[CH:22][CH:21]=1. The yield is 0.810. (5) The reactants are C([O:4][C@H:5]1[C@H:10]([O:11]C(=O)C)[C@@H:9]([O:15]C(=O)C)[C@@H:8]([O:19][C@H:20]2[C@@H:25]([O:26][CH3:27])[C@@H:24]([NH:28][C:29]3[C:46](=[O:47])[C:45]4[CH:44]=[C:43]5[C:34]([C:35](=[O:63])[C@@:36]6([O:61][CH3:62])[C@@:41]([OH:49])([C:42]5=[O:48])[C:40]5[C:50]([OH:59])=[C:51]([C:55]([O:57][CH3:58])=[O:56])[C:52]([CH3:54])=[CH:53][C:39]=5[CH2:38][C@H:37]6[OH:60])=[C:33]([OH:64])[C:32]=4[C:31](=[O:65])[CH:30]=3)[O:23][C@@H:22]([CH3:66])[C@@H:21]2[O:67][CH3:68])[O:7][C@@H:6]1[CH2:69][O:70]C(=O)C)(=O)C.C(=O)([O-])[O-].[K+].[K+]. The catalyst is CO. The product is [CH3:27][O:26][C@@H:25]1[C@H:20]([O:19][C@H:8]2[C@H:9]([OH:15])[C@@H:10]([OH:11])[C@H:5]([OH:4])[C@@H:6]([CH2:69][OH:70])[O:7]2)[C@@H:21]([O:67][CH3:68])[C@H:22]([CH3:66])[O:23][C@@H:24]1[NH:28][C:29]1[C:46](=[O:47])[C:45]2[CH:44]=[C:43]3[C:34]([C:35](=[O:63])[C@@:36]4([O:61][CH3:62])[C@@:41]([OH:49])([C:42]3=[O:48])[C:40]3[C:50]([OH:59])=[C:51]([C:55]([O:57][CH3:58])=[O:56])[C:52]([CH3:54])=[CH:53][C:39]=3[CH2:38][C@H:37]4[OH:60])=[C:33]([OH:64])[C:32]=2[C:31](=[O:65])[CH:30]=1. The yield is 0.490.